From a dataset of Peptide-MHC class II binding affinity with 134,281 pairs from IEDB. Regression. Given a peptide amino acid sequence and an MHC pseudo amino acid sequence, predict their binding affinity value. This is MHC class II binding data. (1) The peptide sequence is AFKVAATAANAAPANY. The MHC is HLA-DQA10101-DQB10501 with pseudo-sequence HLA-DQA10101-DQB10501. The binding affinity (normalized) is 0.0584. (2) The peptide sequence is INEPTAAARAYGLDR. The MHC is HLA-DQA10501-DQB10301 with pseudo-sequence HLA-DQA10501-DQB10301. The binding affinity (normalized) is 0.478. (3) The peptide sequence is LNTITNLKVQLIRMA. The MHC is HLA-DQA10102-DQB10501 with pseudo-sequence HLA-DQA10102-DQB10501. The binding affinity (normalized) is 0.808. (4) The peptide sequence is ETVEKIVDQYREPVK. The MHC is DRB1_0301 with pseudo-sequence DRB1_0301. The binding affinity (normalized) is 0.0813. (5) The peptide sequence is GELQIVDKIDGAFKI. The MHC is DRB1_0802 with pseudo-sequence DRB1_0802. The binding affinity (normalized) is 0.447.